This data is from Catalyst prediction with 721,799 reactions and 888 catalyst types from USPTO. The task is: Predict which catalyst facilitates the given reaction. (1) Reactant: [O:1]1[C:5]2[CH:6]=[CH:7][CH:8]=[CH:9][C:4]=2[CH:3]=[C:2]1[C:10]1[N:19]=[C:18](Cl)[C:17]2[C:12](=[CH:13][CH:14]=[CH:15][CH:16]=2)[N:11]=1.[CH2:21]([N:24]([CH2:29][CH2:30][CH3:31])[CH2:25][CH2:26][CH2:27][NH2:28])[CH2:22][CH3:23]. Product: [O:1]1[C:5]2[CH:6]=[CH:7][CH:8]=[CH:9][C:4]=2[CH:3]=[C:2]1[C:10]1[N:19]=[C:18]([NH:28][CH2:27][CH2:26][CH2:25][N:24]([CH2:29][CH2:30][CH3:31])[CH2:21][CH2:22][CH3:23])[C:17]2[C:12](=[CH:13][CH:14]=[CH:15][CH:16]=2)[N:11]=1. The catalyst class is: 12. (2) Reactant: [OH:1][C:2]1[C:7]([CH2:8][CH2:9][CH3:10])=[C:6]([OH:11])[CH:5]=[CH:4][C:3]=1[C:12](=[O:14])[CH3:13].O[CH2:16][C:17]1[CH:22]=[CH:21][C:20]([CH:23]([O:32][CH:33]2[CH2:38][CH2:37][CH2:36][CH2:35][O:34]2)[C:24]2[CH:25]=[C:26]([CH:29]=[CH:30][CH:31]=2)[C:27]#[N:28])=[CH:19][CH:18]=1.N(C(N1CCCCC1)=O)=NC(N1CCCCC1)=O.C(P(CCCC)CCCC)CCC. Product: [C:12]([C:3]1[CH:4]=[CH:5][C:6]([O:11][CH2:16][C:17]2[CH:18]=[CH:19][C:20]([CH:23]([O:32][CH:33]3[CH2:38][CH2:37][CH2:36][CH2:35][O:34]3)[C:24]3[CH:25]=[C:26]([CH:29]=[CH:30][CH:31]=3)[C:27]#[N:28])=[CH:21][CH:22]=2)=[C:7]([CH2:8][CH2:9][CH3:10])[C:2]=1[OH:1])(=[O:14])[CH3:13]. The catalyst class is: 426. (3) The catalyst class is: 17. Product: [CH3:30][O:31][C:32](=[O:54])[C@@H:33]([NH:37][S:38]([C:41]1[CH:46]=[CH:45][C:44]([C:47]2[CH:48]=[CH:49][C:50]([NH:53][C:12]([C:10]3[O:11][C:7]4[CH:6]=[CH:5][C:4]([C:1](=[O:3])[CH3:2])=[C:16]([O:17][CH3:18])[C:8]=4[C:9]=3[CH3:15])=[O:14])=[CH:51][CH:52]=2)=[CH:43][CH:42]=1)(=[O:40])=[O:39])[CH:34]([CH3:36])[CH3:35]. Reactant: [C:1]([C:4]1[CH:5]=[CH:6][C:7]2[O:11][C:10]([C:12]([OH:14])=O)=[C:9]([CH3:15])[C:8]=2[C:16]=1[O:17][CH3:18])(=[O:3])[CH3:2].C(Cl)(=O)C(Cl)=O.CN(C=O)C.[CH3:30][O:31][C:32](=[O:54])[C@@H:33]([NH:37][S:38]([C:41]1[CH:46]=[CH:45][C:44]([C:47]2[CH:52]=[CH:51][C:50]([NH2:53])=[CH:49][CH:48]=2)=[CH:43][CH:42]=1)(=[O:40])=[O:39])[CH:34]([CH3:36])[CH3:35]. (4) Reactant: [NH2:1][C@@H:2]1[C:16](=[O:17])[N:15]2[CH2:18][C@H:19]([O:21][C:22]3[N:23]=[C:24]4[C:29](=[C:30]5[C:35]=3[CH:34]=[CH:33][CH:32]=[CH:31]5)[CH:28]=[CH:27][CH:26]=[CH:25]4)[CH2:20][C@H:14]2[C:13](=[O:36])[NH:12][C@:11]2([C:38]([NH:40][S:41]([CH:44]3[CH2:46][CH2:45]3)(=[O:43])=[O:42])=[O:39])[CH2:37][C@H:10]2[CH2:9][C:8]([F:48])([F:47])[CH2:7][CH2:6][CH2:5][CH2:4][CH2:3]1.Cl.[CH3:50][C:51]1[N:52]=[CH:53][C:54]([C:57](O)=[O:58])=[N:55][CH:56]=1.CN(C(ON1N=NC2C=CC=NC1=2)=[N+](C)C)C.F[P-](F)(F)(F)(F)F.C(N(C(C)C)C(C)C)C. Product: [CH:44]1([S:41]([NH:40][C:38]([C@@:11]23[CH2:37][C@H:10]2[CH2:9][C:8]([F:47])([F:48])[CH2:7][CH2:6][CH2:5][CH2:4][CH2:3][C@H:2]([NH:1][C:57]([C:54]2[CH:53]=[N:52][C:51]([CH3:50])=[CH:56][N:55]=2)=[O:58])[C:16](=[O:17])[N:15]2[CH2:18][C@H:19]([O:21][C:22]4[N:23]=[C:24]5[C:29](=[C:30]6[C:35]=4[CH:34]=[CH:33][CH:32]=[CH:31]6)[CH:28]=[CH:27][CH:26]=[CH:25]5)[CH2:20][C@H:14]2[C:13](=[O:36])[NH:12]3)=[O:39])(=[O:43])=[O:42])[CH2:46][CH2:45]1. The catalyst class is: 4. (5) Reactant: C([O:3][C:4]([C:6]1[O:7][C:8]2[CH:14]=[CH:13][C:12]([O:15][CH2:16][CH2:17][N:18]3[CH2:23][CH2:22][CH:21]([C:24]([F:27])([F:26])[F:25])[CH2:20][CH2:19]3)=[CH:11][C:9]=2[CH:10]=1)=[O:5])C.[OH-].[Li+]. Product: [F:27][C:24]([F:25])([F:26])[CH:21]1[CH2:22][CH2:23][N:18]([CH2:17][CH2:16][O:15][C:12]2[CH:13]=[CH:14][C:8]3[O:7][C:6]([C:4]([OH:5])=[O:3])=[CH:10][C:9]=3[CH:11]=2)[CH2:19][CH2:20]1. The catalyst class is: 20. (6) Reactant: [Cl:1][C:2]1[CH:3]=[C:4]([C:10]2[CH:14]=[CH:13][N:12]([CH2:15][C@@H:16]([NH:18][C:19]([C:21]3[NH:25][N:24]=[C:23]([CH:26]([OH:28])[CH3:27])[CH:22]=3)=[O:20])[CH3:17])[N:11]=2)[CH:5]=[CH:6][C:7]=1[C:8]#[N:9].[C:29](OC(=O)C)(=[O:31])[CH3:30]. Product: [C:29]([O:28][CH:26]([C:23]1[CH:22]=[C:21]([C:19](=[O:20])[NH:18][C@@H:16]([CH3:17])[CH2:15][N:12]2[CH:13]=[CH:14][C:10]([C:4]3[CH:5]=[CH:6][C:7]([C:8]#[N:9])=[C:2]([Cl:1])[CH:3]=3)=[N:11]2)[NH:25][N:24]=1)[CH3:27])(=[O:31])[CH3:30]. The catalyst class is: 377.